This data is from Forward reaction prediction with 1.9M reactions from USPTO patents (1976-2016). The task is: Predict the product of the given reaction. Given the reactants [F:1][C:2]([F:7])([CH2:5][OH:6])[CH2:3][OH:4].FC1C=CC(B(O)O)=CC=1.C([O-])([O-])=O.[K+].[K+].[CH2:24](Br)[C:25]1[CH:30]=[CH:29][CH:28]=[CH:27][CH:26]=1, predict the reaction product. The product is: [CH2:24]([O:4][CH2:3][C:2]([F:7])([F:1])[CH2:5][OH:6])[C:25]1[CH:30]=[CH:29][CH:28]=[CH:27][CH:26]=1.